Dataset: Catalyst prediction with 721,799 reactions and 888 catalyst types from USPTO. Task: Predict which catalyst facilitates the given reaction. (1) Reactant: [CH:1]1([C:4](Cl)=[O:5])[CH2:3][CH2:2]1.[C:7]([O:11][C:12]([N:14]1[CH2:19][CH2:18][NH:17][CH2:16][CH2:15]1)=[O:13])([CH3:10])([CH3:9])[CH3:8].C(=O)([O-])[O-].[K+].[K+]. Product: [CH:1]1([C:4]([N:17]2[CH2:16][CH2:15][N:14]([C:12]([O:11][C:7]([CH3:10])([CH3:9])[CH3:8])=[O:13])[CH2:19][CH2:18]2)=[O:5])[CH2:3][CH2:2]1. The catalyst class is: 2. (2) Reactant: CC([O-])(C)C.[K+].C1COCC1.[OH:12][CH2:13][CH2:14][CH2:15][N:16]1[C:24]2[C:19](=[CH:20][CH:21]=[CH:22][CH:23]=2)[C:18]([CH2:25][C:26]([NH2:28])=[O:27])=[CH:17]1.C[O:30][C:31](=O)[C:32]([C:34]1[CH:35]=[CH:36][CH:37]=[C:38]2[C:42]=1[N:41]([CH3:43])[CH:40]=[CH:39]2)=O.Cl. Product: [OH:12][CH2:13][CH2:14][CH2:15][N:16]1[C:24]2[C:19](=[CH:20][CH:21]=[CH:22][CH:23]=2)[C:18]([C:25]2[C:26](=[O:27])[NH:28][C:31](=[O:30])[C:32]=2[C:34]2[CH:35]=[CH:36][CH:37]=[C:38]3[C:42]=2[N:41]([CH3:43])[CH:40]=[CH:39]3)=[CH:17]1. The catalyst class is: 31. (3) Reactant: [F:1][C:2]([F:28])([S:13]([O:16][C:17]1[CH:26]=[CH:25][C:24]2[C:19](=[CH:20][C:21]([OH:27])=[CH:22][CH:23]=2)[CH:18]=1)(=[O:15])=[O:14])[C:3]([F:12])([F:11])[C:4]([F:10])([F:9])[C:5]([F:8])([F:7])[F:6].Br[CH:30]([CH2:40][CH3:41])[C:31]([NH:33][C:34]([CH3:39])([CH3:38])[CH2:35][O:36][CH3:37])=[O:32].C(=O)([O-])[O-].[Cs+].[Cs+].[Na+].[Cl-]. Product: [F:28][C:2]([F:1])([S:13]([O:16][C:17]1[CH:26]=[CH:25][C:24]2[C:19](=[CH:20][C:21]([O:27][CH:30]([C:31]([NH:33][C:34]([CH3:38])([CH3:39])[CH2:35][O:36][CH3:37])=[O:32])[CH2:40][CH3:41])=[CH:22][CH:23]=2)[CH:18]=1)(=[O:14])=[O:15])[C:3]([F:11])([F:12])[C:4]([F:10])([F:9])[C:5]([F:8])([F:7])[F:6]. The catalyst class is: 12. (4) Reactant: [C:1]([O:4][CH:5]1[CH2:19][CH2:18][C:8]2[O:9][C:10]3[C:15]([Cl:16])=[CH:14][C:13](Br)=[CH:12][C:11]=3[C:7]=2[CH2:6]1)(=[O:3])[CH3:2].[C:20]1([S:26]([O-:28])=[O:27])[CH:25]=[CH:24][CH:23]=[CH:22][CH:21]=1.[Na+].C(=O)([O-])[O-].[Cs+].[Cs+].CC1(C)C2C(=C(P(C3C=CC=CC=3)C3C=CC=CC=3)C=CC=2)OC2C(P(C3C=CC=CC=3)C3C=CC=CC=3)=CC=CC1=2. Product: [C:1]([O:4][CH:5]1[CH2:19][CH2:18][C:8]2[O:9][C:10]3[C:15]([Cl:16])=[CH:14][C:13]([S:26]([C:20]4[CH:25]=[CH:24][CH:23]=[CH:22][CH:21]=4)(=[O:28])=[O:27])=[CH:12][C:11]=3[C:7]=2[CH2:6]1)(=[O:3])[CH3:2]. The catalyst class is: 11. (5) Reactant: [O:1]=[C:2]1[CH:7]=[CH:6][N:5]([C:8]2[N:16]=[CH:15][N:14]=[C:13]3[C:9]=2[NH:10][CH:11]=[N:12]3)[CH:4]=[CH:3]1.[H-].[Na+].[CH2:19](I)[CH3:20]. Product: [CH2:19]([N:12]1[CH:11]=[N:10][C:9]2[C:13]1=[N:14][CH:15]=[N:16][C:8]=2[N:5]1[CH:4]=[CH:3][C:2](=[O:1])[CH:7]=[CH:6]1)[CH3:20]. The catalyst class is: 3. (6) Reactant: [Cl:1][C:2]1[CH:18]=[CH:17][C:16]([C:19]([F:22])([F:21])[F:20])=[CH:15][C:3]=1[C:4]([NH:6][C@H:7]1[CH2:12][CH2:11][C@H:10]([CH:13]=O)[CH2:9][CH2:8]1)=[O:5].[CH3:23][C:24]1[S:28][C:27]([NH2:29])=[N:26][CH:25]=1.[C:30](O[BH-](OC(=O)C)OC(=O)C)(=O)C.[Na+].[OH-].[Na+]. Product: [Cl:1][C:2]1[CH:18]=[CH:17][C:16]([C:19]([F:22])([F:21])[F:20])=[CH:15][C:3]=1[C:4]([NH:6][C@H:7]1[CH2:12][CH2:11][C@H:10]([CH2:13][NH:29][C:27]2[S:28][C:24]([CH3:23])=[C:25]([CH3:30])[N:26]=2)[CH2:9][CH2:8]1)=[O:5]. The catalyst class is: 2. (7) Reactant: CC1C=CC(S(O[CH2:12][C:13]2([OH:27])[C:17]3=[C:18]([Cl:26])[CH:19]=[N:20][C:21]4[CH:22]=[CH:23][C:24](=[O:25])[N:15]([C:16]=43)[CH2:14]2)(=O)=O)=CC=1.[NH:28]1[CH2:33][CH2:32][CH:31]([NH:34][C:35](=[O:41])[O:36][C:37]([CH3:40])([CH3:39])[CH3:38])[CH2:30][CH2:29]1.C(=O)([O-])[O-].[Na+].[Na+]. Product: [Cl:26][C:18]1[CH:19]=[N:20][C:21]2[CH:22]=[CH:23][C:24](=[O:25])[N:15]3[CH2:14][C:13]([CH2:12][N:28]4[CH2:29][CH2:30][CH:31]([NH:34][C:35](=[O:41])[O:36][C:37]([CH3:39])([CH3:38])[CH3:40])[CH2:32][CH2:33]4)([OH:27])[C:17]=1[C:16]=23. The catalyst class is: 8. (8) Reactant: Br[CH2:2][C:3]([C:5]1[C:14]([F:15])=[CH:13][CH:12]=[C:11]2[C:6]=1[N:7]=[C:8]([NH:17][CH:18]1[CH2:20][CH2:19]1)[C:9]([CH3:16])=[N:10]2)=[O:4].[C:21]([O:25][C:26]([NH:28][C@@H:29]([C@H:38]([O:40][Si:41]([C:44]([CH3:47])([CH3:46])[CH3:45])([CH3:43])[CH3:42])[CH3:39])[C:30](=[O:37])[CH2:31][C:32]([O:34][CH2:35][CH3:36])=[O:33])=[O:27])([CH3:24])([CH3:23])[CH3:22].C([O-])([O-])=O.[K+].[K+]. Product: [C:21]([O:25][C:26]([NH:28][C@@H:29]([C@H:38]([O:40][Si:41]([C:44]([CH3:46])([CH3:45])[CH3:47])([CH3:42])[CH3:43])[CH3:39])[C:30](=[O:37])[CH:31]([CH2:2][C:3]([C:5]1[C:14]([F:15])=[CH:13][CH:12]=[C:11]2[C:6]=1[N:7]=[C:8]([NH:17][CH:18]1[CH2:20][CH2:19]1)[C:9]([CH3:16])=[N:10]2)=[O:4])[C:32]([O:34][CH2:35][CH3:36])=[O:33])=[O:27])([CH3:24])([CH3:22])[CH3:23]. The catalyst class is: 3. (9) Reactant: [CH3:1][O:2][C:3]1[CH:4]=[C:5]2[C:10](=[CH:11][C:12]=1[O:13][CH3:14])[N:9]=[CH:8][CH:7]=[C:6]2[O:15][C:16]1[CH:22]=[CH:21][C:19]([NH2:20])=[CH:18][CH:17]=1.ClC(Cl)(O[C:27](=[O:33])OC(Cl)(Cl)Cl)Cl.[NH2:35][N:36]1[CH2:42][CH2:41][CH2:40][CH2:39][CH2:38][CH2:37]1.C(=O)(O)[O-].[Na+]. Product: [CH3:1][O:2][C:3]1[CH:4]=[C:5]2[C:10](=[CH:11][C:12]=1[O:13][CH3:14])[N:9]=[CH:8][CH:7]=[C:6]2[O:15][C:16]1[CH:22]=[CH:21][C:19]([NH:20][C:27]([NH:35][N:36]2[CH2:42][CH2:41][CH2:40][CH2:39][CH2:38][CH2:37]2)=[O:33])=[CH:18][CH:17]=1. The catalyst class is: 208. (10) Reactant: CC(C[AlH]CC(C)C)C.[Br:10][C:11]1[C:20]([Cl:21])=[CH:19][C:14]([C:15](OC)=[O:16])=[CH:13][C:12]=1[Cl:22]. Product: [Br:10][C:11]1[C:20]([Cl:21])=[CH:19][C:14]([CH2:15][OH:16])=[CH:13][C:12]=1[Cl:22]. The catalyst class is: 1.